From a dataset of Peptide-MHC class I binding affinity with 185,985 pairs from IEDB/IMGT. Regression. Given a peptide amino acid sequence and an MHC pseudo amino acid sequence, predict their binding affinity value. This is MHC class I binding data. (1) The peptide sequence is FLGKIWPSYK. The MHC is HLA-B44:03 with pseudo-sequence HLA-B44:03. The binding affinity (normalized) is 0. (2) The peptide sequence is GMDPRMCSL. The MHC is HLA-A03:01 with pseudo-sequence HLA-A03:01. The binding affinity (normalized) is 0.0847. (3) The peptide sequence is SLYNTVATL. The MHC is HLA-A30:02 with pseudo-sequence HLA-A30:02. The binding affinity (normalized) is 0.133. (4) The peptide sequence is THADVPVVL. The MHC is HLA-B35:01 with pseudo-sequence HLA-B35:01. The binding affinity (normalized) is 0.232. (5) The binding affinity (normalized) is 0.581. The peptide sequence is ETPHLMGWDY. The MHC is HLA-A29:02 with pseudo-sequence HLA-A29:02. (6) The peptide sequence is DTVLEEMNL. The MHC is HLA-B40:02 with pseudo-sequence HLA-B40:02. The binding affinity (normalized) is 0. (7) The peptide sequence is AFPHCLAFSYM. The MHC is Patr-A0901 with pseudo-sequence Patr-A0901. The binding affinity (normalized) is 0.467. (8) The binding affinity (normalized) is 0. The peptide sequence is SELPQWLSANR. The MHC is HLA-A02:02 with pseudo-sequence HLA-A02:02.